Predict the product of the given reaction. From a dataset of Forward reaction prediction with 1.9M reactions from USPTO patents (1976-2016). Given the reactants [CH3:1][O:2][C:3](=[O:16])[C:4]([NH:8][C:9]([O:11][C:12]([CH3:15])([CH3:14])[CH3:13])=[O:10])([CH3:7])[CH2:5][OH:6].CO[C:19](OC)([CH3:21])[CH3:20].B(F)(F)F.CCOCC, predict the reaction product. The product is: [CH3:1][O:2][C:3]([C:4]1([CH3:7])[CH2:5][O:6][C:19]([CH3:21])([CH3:20])[N:8]1[C:9]([O:11][C:12]([CH3:15])([CH3:14])[CH3:13])=[O:10])=[O:16].